Dataset: Reaction yield outcomes from USPTO patents with 853,638 reactions. Task: Predict the reaction yield, written as a fraction of the theoretical maximum amount of product (1.0 means a 100% yield; for example, 0.34 means a 34% yield). (1) The reactants are ClC1C=C(C=CC=1)C(OO)=[O:6].[CH3:12][S:13]([O:16][CH2:17][C:18]1[CH:23]=[CH:22][N:21]=[C:20]([S:24][CH3:25])[N:19]=1)(=[O:15])=[O:14]. The catalyst is C(Cl)Cl.C(OCC)(=O)C. The product is [CH3:12][S:13]([O:16][CH2:17][C:18]1[CH:23]=[CH:22][N:21]=[C:20]([S:24]([CH3:25])=[O:6])[N:19]=1)(=[O:14])=[O:15]. The yield is 0.880. (2) The reactants are Cl.[F:2][C:3]1[CH:4]=[C:5]([CH:18]=[C:19]([F:25])[C:20]=1[S:21]([CH3:24])(=[O:23])=[O:22])[CH2:6][O:7][CH2:8][C@@H:9]1[CH2:11][C@@H:10]1[CH:12]1[CH2:17][CH2:16][NH:15][CH2:14][CH2:13]1.C([O-])([O-])=O.[Cs+].[Cs+].Cl[C:33]1[N:38]=[CH:37][C:36]([CH2:39][O:40][CH3:41])=[CH:35][N:34]=1. The catalyst is CS(C)=O.CCOC(C)=O. The product is [F:2][C:3]1[CH:4]=[C:5]([CH:18]=[C:19]([F:25])[C:20]=1[S:21]([CH3:24])(=[O:22])=[O:23])[CH2:6][O:7][CH2:8][C@@H:9]1[CH2:11][C@@H:10]1[CH:12]1[CH2:13][CH2:14][N:15]([C:33]2[N:38]=[CH:37][C:36]([CH2:39][O:40][CH3:41])=[CH:35][N:34]=2)[CH2:16][CH2:17]1. The yield is 0.415. (3) The reactants are O.[OH-].[Li+].[CH3:4][C:5]1[CH:10]=[C:9]([CH3:11])[CH:8]=[C:7]([CH3:12])[C:6]=1[NH:13][C:14]([NH:16][C:17]1[C:18]([C:27]([N:29]2[CH2:34][CH2:33][CH2:32][CH2:31][C@H:30]2[C:35]([O:37]C)=[O:36])=[O:28])=[CH:19][C:20]2[C:25]([CH:26]=1)=[CH:24][CH:23]=[CH:22][CH:21]=2)=[O:15].O.Cl. The catalyst is O1CCOCC1. The product is [CH3:4][C:5]1[CH:10]=[C:9]([CH3:11])[CH:8]=[C:7]([CH3:12])[C:6]=1[NH:13][C:14]([NH:16][C:17]1[C:18]([C:27]([N:29]2[CH2:34][CH2:33][CH2:32][CH2:31][C@H:30]2[C:35]([OH:37])=[O:36])=[O:28])=[CH:19][C:20]2[C:25]([CH:26]=1)=[CH:24][CH:23]=[CH:22][CH:21]=2)=[O:15]. The yield is 1.00. (4) The reactants are C1(C2C=CC([CH:8]=[O:9])=CC=2)CC1.Br[C:13]1[CH:14]=[C:15]2[C:19](=[CH:20][CH:21]=1)[C:18]([CH3:23])([CH3:22])[CH2:17][CH2:16]2.[Li]CCCC.CN(C=O)C. No catalyst specified. The product is [CH3:22][C:18]1([CH3:23])[C:19]2[C:15](=[CH:14][C:13]([CH:8]=[O:9])=[CH:21][CH:20]=2)[CH2:16][CH2:17]1. The yield is 0.930.